From a dataset of Catalyst prediction with 721,799 reactions and 888 catalyst types from USPTO. Predict which catalyst facilitates the given reaction. Reactant: [NH:1]1[CH2:5][CH2:4][CH2:3][C@H:2]1[C:6]([OH:8])=[O:7].C([O-])([O-])=O.[Na+].[Na+].Cl[C:16]([O:18][CH2:19][CH:20]=[CH2:21])=[O:17]. Product: [CH2:19]([O:18][C:16]([N:1]1[CH2:5][CH2:4][CH2:3][C@H:2]1[C:6]([OH:8])=[O:7])=[O:17])[CH:20]=[CH2:21]. The catalyst class is: 38.